Predict the product of the given reaction. From a dataset of Forward reaction prediction with 1.9M reactions from USPTO patents (1976-2016). (1) The product is: [CH3:33][O:34][CH2:35][C:36]1[CH:41]=[CH:40][CH:39]=[CH:38][C:37]=1[C:2]1[N:10]2[C:5]([CH:6]=[N:7][C:8]([NH:11][C:12]3[CH:17]=[CH:16][C:15]([N:18]4[CH2:19][CH2:20][CH:21]([N:24]5[CH2:25][CH2:26][N:27]([CH3:30])[CH2:28][CH2:29]5)[CH2:22][CH2:23]4)=[CH:14][C:13]=3[O:31][CH3:32])=[N:9]2)=[CH:4][CH:3]=1. Given the reactants Br[C:2]1[N:10]2[C:5]([CH:6]=[N:7][C:8]([NH:11][C:12]3[CH:17]=[CH:16][C:15]([N:18]4[CH2:23][CH2:22][CH:21]([N:24]5[CH2:29][CH2:28][N:27]([CH3:30])[CH2:26][CH2:25]5)[CH2:20][CH2:19]4)=[CH:14][C:13]=3[O:31][CH3:32])=[N:9]2)=[CH:4][CH:3]=1.[CH3:33][O:34][CH2:35][C:36]1[CH:41]=[CH:40][CH:39]=[CH:38][C:37]=1B(O)O, predict the reaction product. (2) Given the reactants [C:1]([C:3]1[CH:4]=[C:5]([N:9]2[C:13]([C:14]([O:16]CC)=[O:15])=[CH:12][C:11]([CH:19]([CH3:21])[CH3:20])=[N:10]2)[CH:6]=[CH:7][CH:8]=1)#[N:2].O.[OH-].[Li+], predict the reaction product. The product is: [C:1]([C:3]1[CH:4]=[C:5]([N:9]2[C:13]([C:14]([OH:16])=[O:15])=[CH:12][C:11]([CH:19]([CH3:21])[CH3:20])=[N:10]2)[CH:6]=[CH:7][CH:8]=1)#[N:2].